This data is from M1 muscarinic receptor antagonist screen with 61,756 compounds. The task is: Binary Classification. Given a drug SMILES string, predict its activity (active/inactive) in a high-throughput screening assay against a specified biological target. (1) The molecule is n12c(nnc2)c2c(nc1c1ccccc1)cccc2. The result is 0 (inactive). (2) The molecule is O=C(Nc1c(OCC)cccc1)CCCc1[nH]c2c(c(=O)n1)cccc2. The result is 0 (inactive). (3) The compound is o1c2CC(CC(=O)c2c(c1C(=O)Nc1ccncc1)C)(C)C. The result is 0 (inactive).